Dataset: Peptide-MHC class I binding affinity with 185,985 pairs from IEDB/IMGT. Task: Regression. Given a peptide amino acid sequence and an MHC pseudo amino acid sequence, predict their binding affinity value. This is MHC class I binding data. (1) The peptide sequence is PESANLGEEI. The MHC is Mamu-A11 with pseudo-sequence Mamu-A11. The binding affinity (normalized) is 0.0557. (2) The MHC is HLA-A24:02 with pseudo-sequence HLA-A24:02. The binding affinity (normalized) is 0.0847. The peptide sequence is GMAEDLQSL.